Task: Predict the reaction yield, written as a fraction of the theoretical maximum amount of product (1.0 means a 100% yield; for example, 0.34 means a 34% yield).. Dataset: Reaction yield outcomes from USPTO patents with 853,638 reactions The reactants are [F:1][C:2]1[CH:16]=[C:15]([N:17]2[CH2:20][CH:19]([OH:21])[CH2:18]2)[C:14]([F:22])=[CH:13][C:3]=1[C:4]([NH:6][C@@H:7]([CH3:12])[C:8]([F:11])([F:10])[F:9])=[O:5].C(O)(=O)C.C(O)(=O)C.IC1C=CC=CC=1.CC1(C)N([O])C(C)(C)CCC1. The catalyst is C(Cl)Cl.CCOC(C)=O. The product is [F:1][C:2]1[CH:16]=[C:15]([N:17]2[CH2:20][C:19](=[O:21])[CH2:18]2)[C:14]([F:22])=[CH:13][C:3]=1[C:4]([NH:6][C@@H:7]([CH3:12])[C:8]([F:11])([F:9])[F:10])=[O:5]. The yield is 0.720.